Dataset: Peptide-MHC class I binding affinity with 185,985 pairs from IEDB/IMGT. Task: Regression. Given a peptide amino acid sequence and an MHC pseudo amino acid sequence, predict their binding affinity value. This is MHC class I binding data. (1) The peptide sequence is SQEDNHFSL. The MHC is HLA-B44:02 with pseudo-sequence HLA-B44:02. The binding affinity (normalized) is 0.0847. (2) The peptide sequence is GTEKLTITY. The MHC is HLA-B57:01 with pseudo-sequence HLA-B57:01. The binding affinity (normalized) is 0.0847. (3) The peptide sequence is DIAEHGAYY. The MHC is HLA-A24:03 with pseudo-sequence HLA-A24:03. The binding affinity (normalized) is 0.0847. (4) The peptide sequence is YTKIVTNIL. The MHC is HLA-B07:02 with pseudo-sequence HLA-B07:02. The binding affinity (normalized) is 0.213. (5) The peptide sequence is ILGVFRRPF. The MHC is HLA-A01:01 with pseudo-sequence HLA-A01:01. The binding affinity (normalized) is 0.0847. (6) The peptide sequence is RQFLTAFEF. The MHC is Mamu-B52 with pseudo-sequence Mamu-B52. The binding affinity (normalized) is 0.988. (7) The peptide sequence is THEANTMAM. The MHC is HLA-B44:03 with pseudo-sequence HLA-B44:03. The binding affinity (normalized) is 0.0459.